From a dataset of Reaction yield outcomes from USPTO patents with 853,638 reactions. Predict the reaction yield, written as a fraction of the theoretical maximum amount of product (1.0 means a 100% yield; for example, 0.34 means a 34% yield). (1) The reactants are C[O:2][C:3]([C@H:5]1[C@H:9]([CH:10]([CH3:12])[CH3:11])[CH2:8][N:7]([C:13]2[CH:18]=[C:17]([NH:19][CH2:20][CH2:21][C:22]3[CH:27]=[CH:26][C:25]([O:28][C:29]([F:32])([F:31])[F:30])=[CH:24][CH:23]=3)[N:16]=[C:15]([O:33][CH3:34])[N:14]=2)[CH2:6]1)=[O:4].[OH-].[Na+].Cl. The catalyst is CO. The product is [CH:10]([C@@H:9]1[CH2:8][N:7]([C:13]2[CH:18]=[C:17]([NH:19][CH2:20][CH2:21][C:22]3[CH:27]=[CH:26][C:25]([O:28][C:29]([F:32])([F:30])[F:31])=[CH:24][CH:23]=3)[N:16]=[C:15]([O:33][CH3:34])[N:14]=2)[CH2:6][C@H:5]1[C:3]([OH:4])=[O:2])([CH3:12])[CH3:11]. The yield is 0.880. (2) The reactants are Cl.[CH3:2][O:3][NH:4][CH3:5].[F:6][C:7]1[CH:8]=[C:9]([CH:15]([CH2:19][CH:20]2[CH2:25][CH2:24][O:23][CH2:22][CH2:21]2)[C:16]([OH:18])=O)[CH:10]=[CH:11][C:12]=1[S:13][CH3:14].Cl.CN(C)CCCN=C=NCC.ON1C2C=CC=CC=2N=N1. The catalyst is C(#N)C.C(OCC)(=O)C.C(N(CC)CC)C. The product is [F:6][C:7]1[CH:8]=[C:9]([CH:15]([CH2:19][CH:20]2[CH2:25][CH2:24][O:23][CH2:22][CH2:21]2)[C:16]([N:4]([O:3][CH3:2])[CH3:5])=[O:18])[CH:10]=[CH:11][C:12]=1[S:13][CH3:14]. The yield is 0.890. (3) The reactants are [O:1]=[C:2]1[N:7]([NH:8][C:9]2[CH:14]=[CH:13][CH:12]=[CH:11][CH:10]=2)[C:6]([C@H:15]([NH:19][CH2:20][CH2:21][CH2:22][NH:23][C:24](=[O:33])[O:25][CH2:26][C:27]2[CH:32]=[CH:31][CH:30]=[CH:29][CH:28]=2)[CH2:16][C:17]#[CH:18])=[N:5][C:4]2[CH:34]=[CH:35][CH:36]=[N:37][C:3]1=2.C(N(C(C)C)CC)(C)C.[Cl:47][C:48]1[C:49]([F:57])=[C:50]([CH:54]=[CH:55][CH:56]=1)[C:51](Cl)=[O:52]. The catalyst is ClCCl. The product is [Cl:47][C:48]1[C:49]([F:57])=[C:50]([CH:54]=[CH:55][CH:56]=1)[C:51]([N:19]([CH2:20][CH2:21][CH2:22][NH:23][C:24](=[O:33])[O:25][CH2:26][C:27]1[CH:28]=[CH:29][CH:30]=[CH:31][CH:32]=1)[C@@H:15]([C:6]1[N:7]([NH:8][C:9]2[CH:10]=[CH:11][CH:12]=[CH:13][CH:14]=2)[C:2](=[O:1])[C:3]2[N:37]=[CH:36][CH:35]=[CH:34][C:4]=2[N:5]=1)[CH2:16][C:17]#[CH:18])=[O:52]. The yield is 0.740. (4) The reactants are [NH2:1][CH2:2][CH2:3][O:4][C@@H:5]([C:19]1[CH:24]=[C:23]([F:25])[CH:22]=[CH:21][C:20]=1[CH3:26])[C@@H:6]1[CH2:11][CH2:10][CH2:9][N:8]([C:12]([O:14][C:15]([CH3:18])([CH3:17])[CH3:16])=[O:13])[CH2:7]1.CCN(CC)CC.Cl[C:35]([O:37][CH3:38])=[O:36]. The catalyst is CN(C1C=CN=CC=1)C.C(Cl)Cl. The product is [F:25][C:23]1[CH:22]=[CH:21][C:20]([CH3:26])=[C:19]([C@H:5]([O:4][CH2:3][CH2:2][NH:1][C:35]([O:37][CH3:38])=[O:36])[C@@H:6]2[CH2:11][CH2:10][CH2:9][N:8]([C:12]([O:14][C:15]([CH3:18])([CH3:17])[CH3:16])=[O:13])[CH2:7]2)[CH:24]=1. The yield is 0.980. (5) The reactants are C([O:8][C:9]1[C:10]([F:27])=[C:11]([C:16]2[N:21]=[C:20]([C:22]([O:24][CH3:25])=[O:23])[CH:19]=[CH:18][C:17]=2[F:26])[C:12]([F:15])=[CH:13][CH:14]=1)C1C=CC=CC=1. The catalyst is CO.C(OCC)(=O)C.[Pd]. The product is [F:27][C:10]1[C:9]([OH:8])=[CH:14][CH:13]=[C:12]([F:15])[C:11]=1[C:16]1[N:21]=[C:20]([C:22]([O:24][CH3:25])=[O:23])[CH:19]=[CH:18][C:17]=1[F:26]. The yield is 0.860. (6) The product is [CH:31]([O:30][C:27]1[CH:28]=[CH:29][C:24]([C:21]2[N:20]=[C:19]([C:16]3[CH:15]=[CH:14][C:13]([NH:12][CH:10]([CH3:11])[CH2:9][OH:8])=[CH:18][CH:17]=3)[O:23][N:22]=2)=[CH:25][C:26]=1[C:34]([F:35])([F:36])[F:37])([CH3:32])[CH3:33]. The yield is 0.840. The reactants are C([O:8][CH2:9][CH:10]([NH:12][C:13]1[CH:18]=[CH:17][C:16]([C:19]2[O:23][N:22]=[C:21]([C:24]3[CH:29]=[CH:28][C:27]([O:30][CH:31]([CH3:33])[CH3:32])=[C:26]([C:34]([F:37])([F:36])[F:35])[CH:25]=3)[N:20]=2)=[CH:15][CH:14]=1)[CH3:11])C1C=CC=CC=1.B(Br)(Br)Br.CCOC(C)=O.CCCCCCC. The catalyst is ClCCl. (7) The reactants are C(O[C:4](=[O:22])[CH:5]([N:7]1[C:12]2[CH:13]=[C:14]([N+:18]([O-:20])=[O:19])[C:15]([CH3:17])=[CH:16][C:11]=2[O:10][CH2:9][C:8]1=S)[CH3:6])C.O.[NH2:24][NH2:25]. The catalyst is CCO. The product is [CH3:6][CH:5]1[N:7]2[C:8]([CH2:9][O:10][C:11]3[C:12]2=[CH:13][C:14]([N+:18]([O-:20])=[O:19])=[C:15]([CH3:17])[CH:16]=3)=[N:25][NH:24][C:4]1=[O:22]. The yield is 0.750. (8) The reactants are [C:1]([C:3]1[CH:4]=[CH:5][C:6]([CH3:41])=[C:7]([N:9]([CH2:27][C:28]([N:30]([N:32]2[CH2:40][C:39]3[C:34](=[CH:35][CH:36]=[CH:37][CH:38]=3)[CH2:33]2)[CH3:31])=[O:29])[CH2:10][C:11]([NH:13][CH2:14][CH2:15][N:16](C(OC(C)(C)C)=O)[CH:17]([CH3:19])[CH3:18])=[O:12])[CH:8]=1)#[N:2].[ClH:42].O1CCOCC1.C(OCC)C. The catalyst is ClCCl. The product is [ClH:42].[ClH:42].[C:1]([C:3]1[CH:4]=[CH:5][C:6]([CH3:41])=[C:7]([N:9]([CH2:27][C:28]([N:30]([N:32]2[CH2:33][C:34]3[C:39](=[CH:38][CH:37]=[CH:36][CH:35]=3)[CH2:40]2)[CH3:31])=[O:29])[CH2:10][C:11]([NH:13][CH2:14][CH2:15][NH:16][CH:17]([CH3:18])[CH3:19])=[O:12])[CH:8]=1)#[N:2]. The yield is 0.970. (9) The reactants are [CH2:1]=P(C1C=CC=CC=1)(C1C=CC=CC=1)C1C=CC=CC=1.[H-].[Na+].[C:23]([O:27][C:28]([N:30]1[CH2:34][C:33](=O)[CH2:32][C@H:31]1[C:36]([OH:38])=[O:37])=[O:29])([CH3:26])([CH3:25])[CH3:24].C([O-])(O)=O.[Na+]. The catalyst is [Br-].C[P+](C1C=CC=CC=1)(C1C=CC=CC=1)C1C=CC=CC=1.C1COCC1. The product is [C:23]([O:27][C:28]([N:30]1[CH2:34][C:33](=[CH2:1])[CH2:32][C@H:31]1[C:36]([OH:38])=[O:37])=[O:29])([CH3:26])([CH3:25])[CH3:24]. The yield is 0.720.